Dataset: Catalyst prediction with 721,799 reactions and 888 catalyst types from USPTO. Task: Predict which catalyst facilitates the given reaction. (1) Reactant: [CH:1]1([CH2:4][N:5]2[C:10]3[S:11][C:12]([CH2:16][C:17]4[CH:22]=[CH:21][CH:20]=[CH:19][C:18]=4[C:23]([F:26])([F:25])[F:24])=[C:13]([CH2:14][OH:15])[C:9]=3[C:8](=[O:27])[N:7]([CH3:28])[C:6]2=[O:29])[CH2:3][CH2:2]1.[C:30]1(P([C:30]2[CH:35]=[CH:34][CH:33]=[CH:32][CH:31]=2)[C:30]2[CH:35]=[CH:34][CH:33]=[CH:32][CH:31]=2)[CH:35]=[CH:34][CH:33]=[CH:32][CH:31]=1.CCOC(/N=N/C(OCC)=O)=O.C(C1C=CC=C(C(C)(C)C)C=1O)(C)(C)C.C1(O)C=CC=CC=1. Product: [CH:1]1([CH2:4][N:5]2[C:10]3[S:11][C:12]([CH2:16][C:17]4[CH:22]=[CH:21][CH:20]=[CH:19][C:18]=4[C:23]([F:24])([F:26])[F:25])=[C:13]([CH2:14][O:15][C:30]4[CH:35]=[CH:34][CH:33]=[CH:32][CH:31]=4)[C:9]=3[C:8](=[O:27])[N:7]([CH3:28])[C:6]2=[O:29])[CH2:3][CH2:2]1. The catalyst class is: 7. (2) Reactant: [CH2:1]([CH:3]([CH2:24][CH2:25][CH2:26][CH3:27])[CH2:4][O:5][C:6]1[CH:11]=[CH:10][C:9]([O:12][CH2:13][CH:14]([CH2:19][CH3:20])[CH2:15][CH2:16][CH2:17][CH3:18])=[CH:8][C:7]=1[N+:21]([O-])=O)[CH3:2].C([O-])=O.[NH4+]. Product: [CH2:1]([CH:3]([CH2:24][CH2:25][CH2:26][CH3:27])[CH2:4][O:5][C:6]1[CH:11]=[CH:10][C:9]([O:12][CH2:13][CH:14]([CH2:19][CH3:20])[CH2:15][CH2:16][CH2:17][CH3:18])=[CH:8][C:7]=1[NH2:21])[CH3:2]. The catalyst class is: 41. (3) Reactant: C[O:2][C:3]([C:5]1[N:6]=[C:7]2[C:12]([NH:13][C:14](=[O:16])[CH3:15])=[CH:11][C:10]([C:17]3[CH:21]=[CH:20][O:19][CH:18]=3)=[CH:9][N:8]2[C:22]=1[Cl:23])=[O:4].[OH-].[Na+]. Product: [C:14]([NH:13][C:12]1[C:7]2[N:8]([C:22]([Cl:23])=[C:5]([C:3]([OH:4])=[O:2])[N:6]=2)[CH:9]=[C:10]([C:17]2[CH:21]=[CH:20][O:19][CH:18]=2)[CH:11]=1)(=[O:16])[CH3:15]. The catalyst class is: 1. (4) Reactant: ClC1C=CC=C(C(OO)=[O:9])C=1.[Cl:12][C:13]1[C:17]([CH2:18][S:19][C:20]2[CH2:24][C:23]([CH3:26])([CH3:25])[O:22][N:21]=2)=[C:16]([C:27]([F:30])([F:29])[F:28])[N:15]([CH:31]([F:33])[F:32])[N:14]=1.[OH2:34]. Product: [Cl:12][C:13]1[C:17]([CH2:18][S:19]([C:20]2[CH2:24][C:23]([CH3:25])([CH3:26])[O:22][N:21]=2)(=[O:9])=[O:34])=[C:16]([C:27]([F:28])([F:29])[F:30])[N:15]([CH:31]([F:32])[F:33])[N:14]=1. The catalyst class is: 22.